This data is from Forward reaction prediction with 1.9M reactions from USPTO patents (1976-2016). The task is: Predict the product of the given reaction. (1) Given the reactants [NH2:1][C:2]1[CH:7]=[CH:6][C:5]([CH3:8])=[CH:4][C:3]=1[NH:9][CH:10]1[CH2:15][CH2:14][N:13]([C@H:16]2[CH2:21][CH2:20][C@H:19]([O:22][CH:23]([CH3:25])[CH3:24])[CH2:18][CH2:17]2)[CH2:12][CH2:11]1.C(N(C(C)C)CC)(C)C.[Cl:35][C:36](Cl)([O:38]C(=O)OC(Cl)(Cl)Cl)Cl.C([O-])(O)=O.[Na+].Cl.C(OCC)C, predict the reaction product. The product is: [ClH:35].[CH3:8][C:5]1[CH:6]=[CH:7][C:2]2[NH:1][C:36](=[O:38])[N:9]([CH:10]3[CH2:11][CH2:12][N:13]([C@H:16]4[CH2:21][CH2:20][C@H:19]([O:22][CH:23]([CH3:25])[CH3:24])[CH2:18][CH2:17]4)[CH2:14][CH2:15]3)[C:3]=2[CH:4]=1. (2) Given the reactants [N+:1]([C:4]1[CH:5]=[C:6]([C:10]2[CH:18]=[C:17]3[C:13]([C:14]([C:25]4[CH:30]=[CH:29][C:28]([OH:31])=[CH:27][CH:26]=4)=[CH:15][N:16]3[C:19]3[CH:24]=[CH:23][N:22]=[CH:21][CH:20]=3)=[CH:12][CH:11]=2)[CH:7]=[CH:8][CH:9]=1)([O-:3])=[O:2].Cl.Cl[CH2:34][CH2:35][N:36]([CH3:38])[CH3:37].C(=O)([O-])[O-].[Cs+].[Cs+], predict the reaction product. The product is: [CH3:37][N:36]([CH3:38])[CH2:35][CH2:34][O:31][C:28]1[CH:29]=[CH:30][C:25]([C:14]2[C:13]3[C:17](=[CH:18][C:10]([C:6]4[CH:7]=[CH:8][CH:9]=[C:4]([N+:1]([O-:3])=[O:2])[CH:5]=4)=[CH:11][CH:12]=3)[N:16]([C:19]3[CH:20]=[CH:21][N:22]=[CH:23][CH:24]=3)[CH:15]=2)=[CH:26][CH:27]=1. (3) The product is: [F:9][C:10]1[CH:17]=[CH:16][C:13]([CH:14]=[N:1][C@@H:2]([CH2:3][CH:4]([CH3:6])[CH3:5])[CH2:7][OH:8])=[CH:12][CH:11]=1. Given the reactants [NH2:1][C@H:2]([CH2:7][OH:8])[CH2:3][CH:4]([CH3:6])[CH3:5].[F:9][C:10]1[CH:17]=[CH:16][C:13]([CH:14]=O)=[CH:12][CH:11]=1, predict the reaction product. (4) Given the reactants [C-:1]#[N:2].[Na+].[NH:4]1[CH2:9][CH2:8][CH2:7][CH2:6][CH2:5]1.[CH2:10]([O:17][CH2:18][CH:19]1[CH2:22][C:21](=O)[CH2:20]1)[C:11]1[CH:16]=[CH:15][CH:14]=[CH:13][CH:12]=1.C(=O)([O-])[O-].[Na+].[Na+], predict the reaction product. The product is: [CH2:10]([O:17][CH2:18][CH:19]1[CH2:22][C:21]([N:4]2[CH2:9][CH2:8][CH2:7][CH2:6][CH2:5]2)([C:1]#[N:2])[CH2:20]1)[C:11]1[CH:16]=[CH:15][CH:14]=[CH:13][CH:12]=1. (5) Given the reactants [OH:1][C:2]1[CH:3]=[C:4]2[C:9](=[CH:10][CH:11]=1)[N:8]=[C:7]([CH2:12][CH:13]([CH3:15])[CH3:14])[C:6]([CH2:16][NH:17][C:18](=[O:24])[O:19][C:20]([CH3:23])([CH3:22])[CH3:21])=[C:5]2[C:25]1[CH:30]=[CH:29][C:28]([CH3:31])=[CH:27][CH:26]=1.[C:32](=O)([O-])[O-].[K+].[K+].ClC[C:40]1[O:44][C:43]([C:45]([O:47][CH2:48][CH3:49])=[O:46])=[CH:42][CH:41]=1.O, predict the reaction product. The product is: [C:20]([O:19][C:18]([NH:17][CH2:16][C:6]1[C:7]([CH2:12][CH:13]([CH3:15])[CH3:14])=[N:8][C:9]2[C:4]([C:5]=1[C:25]1[CH:26]=[CH:27][C:28]([CH3:31])=[CH:29][CH:30]=1)=[CH:3][C:2]([O:1][CH2:32][C:41]1[CH:42]=[C:43]([C:45]([O:47][CH2:48][CH3:49])=[O:46])[O:44][CH:40]=1)=[CH:11][CH:10]=2)=[O:24])([CH3:23])([CH3:21])[CH3:22]. (6) Given the reactants [OH:1][C:2]1[CH:11]=[CH:10][C:9]2[O:8][C:7](=[O:12])[CH:6]=[CH:5][C:4]=2[C:3]=1[C:13]([O:15][CH3:16])=[O:14].[C:17](=O)([O-])[O-].[K+].[K+].CI.O, predict the reaction product. The product is: [CH3:17][O:1][C:2]1[CH:11]=[CH:10][C:9]2[O:8][C:7](=[O:12])[CH:6]=[CH:5][C:4]=2[C:3]=1[C:13]([O:15][CH3:16])=[O:14].